Dataset: Peptide-MHC class I binding affinity with 185,985 pairs from IEDB/IMGT. Task: Regression. Given a peptide amino acid sequence and an MHC pseudo amino acid sequence, predict their binding affinity value. This is MHC class I binding data. (1) The peptide sequence is EPVPMSTYGW. The MHC is HLA-B53:01 with pseudo-sequence HLA-B53:01. The binding affinity (normalized) is 0.532. (2) The peptide sequence is RVTKRDESSI. The MHC is HLA-A02:06 with pseudo-sequence HLA-A02:06. The binding affinity (normalized) is 0.0752. (3) The peptide sequence is YSDNEMLTH. The MHC is HLA-A02:12 with pseudo-sequence HLA-A02:12. The binding affinity (normalized) is 0.0847. (4) The peptide sequence is LYNTIATLY. The MHC is HLA-B08:01 with pseudo-sequence HLA-B08:01. The binding affinity (normalized) is 0.0847. (5) The peptide sequence is TGFNVHSL. The MHC is H-2-Kb with pseudo-sequence H-2-Kb. The binding affinity (normalized) is 0.255. (6) The peptide sequence is GLPMNTGWV. The MHC is HLA-A02:01 with pseudo-sequence HLA-A02:01. The binding affinity (normalized) is 0.448. (7) The peptide sequence is CRCLGEGHGA. The MHC is Mamu-B08 with pseudo-sequence Mamu-B08. The binding affinity (normalized) is 0.270.